From a dataset of Experimentally validated miRNA-target interactions with 360,000+ pairs, plus equal number of negative samples. Binary Classification. Given a miRNA mature sequence and a target amino acid sequence, predict their likelihood of interaction. (1) The miRNA is hsa-miR-423-3p with sequence AGCUCGGUCUGAGGCCCCUCAGU. The protein sequence of the target gene is MALRACGLIIFRRCLIPKVDNNAIEFLLLQASDGIHHWTPPKGHVEPGEDDLETALRETQEEAGIEAGQLTIIEGFKRELNYVARNKPKTVIYWLAEVKDYDVEIRLSHEHQAYRWLGLEEACQLAQFKEMKAALQEGHQFLCSIEA. Result: 1 (interaction). (2) The miRNA is hsa-miR-4315 with sequence CCGCUUUCUGAGCUGGAC. The protein sequence of the target gene is MQEQEISFIFKYNEGLCMNIDSDSILMSILDMSLHQQMGSDRDLQSSTSSVSLPSVKKAPKQRRISIGSLFRRKKDSKRKSRELNGGVDGIASIESIHSEMCADKNSIFSTNTSSDNGLTSISKQIGDFIECPLCLLRHSKDRFPDIMTCHHRSCVDCLRQYLRIEISESRVNISCPECTERFNPHDIRLILSDDVLMEKYEEFMLRRWLVADPDCRWCPAPDCGYAVIAFGCASCPKLTCGREGCGTEFCYHCKQIWHPNQTCDAARQERAQSLRLRTIRSSSISYSQESGAAADDIKP.... Result: 0 (no interaction). (3) The miRNA is hsa-miR-7515 with sequence AGAAGGGAAGAUGGUGAC. The protein sequence of the target gene is MAPRPLGPLVLALGGAAAVLGSVLFILWKTYFGRGRERRWDRGEAWWGAEAARLPEWDEWDPEDEEDEEPALEELEQREVLVLGLDGAGKSTFLRVLSGKPPLEGHIPTWGFNSVRLPTKDFEVDLLEIGGSQNLRFYWKEFVSEVDVLVFVVDSADRLRLPWARQELHKLLDKDPDLPVVVVANKQDLSEAMSMGELQRELGLQAIDNQREVFLLAASIAPAGPTFEEPGTVHIWKLLLELLS. Result: 1 (interaction). (4) The miRNA is hsa-miR-548i with sequence AAAAGUAAUUGCGGAUUUUGCC. Result: 1 (interaction). The protein sequence of the target gene is MEHIRTTKVEQVKLLDRFSTSNKSLTGTLYLTATHLLFIDSHQKETWILHHHIASVEKLALTTSGCPLVIQCKNFRTVHFIVPRERDCHDIYNSLLQLSKQAKYEDLYAFSYNPKQNDSERLQGWQLIDLAEEYKRMGVPNSHWQLSDANRDYKICETYPRELYVPRIASKPIIVGSSKFRSKGRFPVLSYYHQDKEAAICRCSQPLSGFSARCLEDEHLLQAISKANPVNRYMYVMDTRPKLNAMANRAAGKGYENEDNYSNIRFQFVGIENIHVMRSSLQKLLEVNGTKGLSVNDFYS.... (5) The miRNA is cfa-miR-539 with sequence GGAGAAAUUAUCCUUGGUGUGU. The protein sequence of the target gene is MAGSYPEGAPAVLADKRQQFGSRFLRDPARVFHHNAWDNVEWSEEQAAAAERKVQENSIQRVCQEKQVDYEINAHKYWNDFYKIHENGFFKDRHWLFTEFPELAPSQNQNHLKDWFLENKSEVPECRNNEDGPGLIMEEQHKCSSKSLEHKTQTLPVEENVTQKISDLEICADEFPGSSATYRILEVGCGVGNTVFPILQTNNDPGLFVYCCDFSSTAIELVQTNSEYDPSRCFAFVHDLCDEEKSYPVPKGSLDIIILIFVLSAIVPDKMQKAINRLSRLLKPGGMMLLRDYGRYDMAQ.... Result: 0 (no interaction). (6) The miRNA is mmu-miR-466p-5p with sequence UAUGUGUGUGUACAUGUACAU. The protein sequence of the target gene is MWSRAASVRFRAPLDAGRSFASKANPQGKVQAAGLGTQAPRLVPQGSGRVSPAVIEHLERLALVNFGSREAVDRLEKAIAFADQLHAVDTDGVEPLESVLEDRCLYLRSDNVAEGSCAEELLQNSNHVVEEYFVAPPGNISLPDMVNKIPSSTAE. Result: 1 (interaction). (7) The miRNA is mmu-miR-451a with sequence AAACCGUUACCAUUACUGAGUU. The protein sequence of the target gene is MAFTRKRQREQQLQLYSKERFSLLLLNLEEYYFEQHTAFHVQHQGSQEERKIRGSLKICSKSVIFEPDAISQPILKIPLRDCLKIGKHGENGANKHFAKAKSWGISLIFSQIYFIKEHNIVAPYKIERGKMEYVFELEVSGKVEDVVETLLQLHRASCLDKLGDQMAMITAILQSRLARTSFDKNRFQSVSEKLHMECKAEMVTPLVTNPGHVCITDTSLYFQPLNGYPKPVVQITLQDVRRIYKRRHGLMPLGLEVFCTDDDLCSDIYLKFYEPQDRDDLYFYIATYLEHHAAEHTAES.... Result: 1 (interaction). (8) The miRNA is mmu-miR-200b-3p with sequence UAAUACUGCCUGGUAAUGAUGA. The protein sequence of the target gene is MSQERPTFYRQELNKTIWEVPERYQNLSPVGSGAYGSVCAAFDTKTGHRVAVKKLSRPFQSIIHAKRTYRELRLLKHMKHENVIGLLDVFTPARSLEEFNDVYLVTHLMGADLNNIVKCQKLTDDHVQFLIYQILRGLKYIHSADIIHRDLKPSNLAVNEDCELKILDFGLARHTDDEMTGYVATRWYRAPEIMLNWMHYNQTVDIWSVGCIMAELLTGRTLFPGTDHIDQLKLILRLVGTPGAELLKKISSESARNYIQSLAQMPKMNFANVFIGANPLAVDLLEKMLVLDSDKRITAA.... Result: 1 (interaction).